Dataset: Drug-target binding data from BindingDB using Ki measurements. Task: Regression. Given a target protein amino acid sequence and a drug SMILES string, predict the binding affinity score between them. We predict pKi (pKi = -log10(Ki in M); higher means stronger inhibition). Dataset: bindingdb_ki. (1) The small molecule is O=C(O)CCCC=CCC1C(O)CC(O)C1C=CC(O)COc1cccc(C(F)(F)F)c1. The target protein (P34979) has sequence MKATRDHASAPFCTRFNHSDPGIWAAERAVEAPNNLTLPPEPSEDCGSVSVAFSMTMMITGFVGNALAITLVSKSYRRREGKRKKSFLLCIGWLALTDMVGQLLTSPVVIVLYLSHQRWEQLDPSGRLCTFFGLTMTVFGLSSLFIASAMAVERALATRAPHWYSSHMKTSVTRAVLLGVWLAVLAFALLPVLGVGQYTIQWPGTWCFISTGPGGNGTNSRQNWGNVFFASAFAILGLSALVVTFACNLATIKALVSRCRAKATASQSSAQWGRITTETAIQLMGIMCVLSVCWSPLLIMMLKMIFNHTSVEHCKTYTENQDECNFFLIAVRLASLNQILDPWVYLLLRKILLQKFCQLLKGHSYGLDTEGGTENKDKEMKENLYISNLSRFFILLGHFTEARRGRGHIYLHTLEHQ. The pKi is 5.5. (2) The target is MLLARMKPQVQPELGGADQ. The pKi is 5.2. The compound is Cc1ccc([C@H]2C[C@@H]3CC[C@H]([C@H]2C(=O)Oc2ccccc2)N3C)cc1. (3) The small molecule is CC(C)[C@H](NC(=O)[C@@H](N)[C@@H](C)O)C(=O)N[C@@H](CO)C(=O)N[C@@H](Cc1ccc(O)cc1)C(=O)N[C@@H](CCCCN)C(=O)N[C@@H](Cc1ccccc1)C(=O)O. The target protein (P23724) has sequence MATIASEYSSEASNTPIEHQFNPYGDNGGTILGIAGEDFAVLAGDTRNITDYSINSRYEPKVFDCGDNIVMSANGFAADGDALVKRFKNSVKWYHFDHNDKKLSINSAARNIQHLLYGKRFFPYYVHTIIAGLDEDGKGAVYSFDPVGSYEREQCRAGGAAASLIMPFLDNQVNFKNQYEPGTNGKVKKPLKYLSVEEVIKLVRDSFTSATERHIQVGDGLEILIVTKDGVRKEFYELKRD. The pKi is 3.2. (4) The compound is CCN(CC)C(=O)Cn1c(-c2ccc(OC)cc2)nc2c(C)cc(C)nc21. The target protein (P30536) has sequence MAPPWVPAMGFTLAPSLGCFVGSRFVHGEGLRWYAGLQKPSWHPPHWVLGPVWGTLYSAMGYGSYLVWKELGGFTEKAVVPLGLYTGQLALNWAWPPIFFGARQMGWALVDLLLVSGAAAATTVAWYQVSPLAARLLYPYLAWLAFTTTLNYCVWRDNHGWRGGRRLPE. The pKi is 6.8. (5) The pKi is 6.3. The target protein sequence is MDSPIQIFRGEPGPTCAPSACLPPNSSAWFPGWAEPDSNGSAGSEDAQLEPAHISPAIPVIITAVYSVVFVVGLVGNSLVMFVIIRYTKMKTATNIYIFNLALADALVTTTMPFQSTVFLMNSWPFGDVLCKIVISIDYYNMFTSIFTLTMMSVDRYIAVCHPVKALDFRTPLKAKIINICIWLLSSSVGISAIVLGGTKVREDVDVIECSLQFPDDDYSWWDLFMKICVFIFAFVIPVLIIIVCYTLMILRLKSVRLLSGSREKDRNLRRITRLVLVVVAVFVVCWTPIHIFILVEALGSTSHSTAALSSYYFCIALGYTNSSLNPILYAFLDENFKRCFRDFCFPLKMRMERQSTSRVRNTVQDPAYLRDIDGMNKPV. The small molecule is O=C(Nc1ccc(Cl)c(C(F)(F)F)c1)[C@H]1CC=C[C@H]2CCN(Cc3ccccc3)C(=O)[C@@H]12. (6) The compound is O=C(O)CCCSCCN1C(=O)OC[C@@H]1/C=C/[C@@H](O)Cc1cccc(OC(F)(F)F)c1. The target protein sequence is MDNFLNDSKLMEDCKSRQWLLSGESPAISSVMFSAGVLGNLIALALLARRWRGDTGCSAGSRTSISLFHVLVTELVLTDLLGTCLISPVVLASYSRNQTLVALAPESHACTYFAFTMTFFSLATMLMLFAMALERYLSIGYPYFYRRHLSRRGGLAVLPVIYGASLLFCSLPLLNYGEYVQYCPGTWCFIRHGRTAYLQLYATMLLLLIVAVLACNISVILNLIRMHRRSRRSRCGLSGSSLRGPGSRRRGERTSMAEETDHLILLAIMTITFAICSLPFTIFAYMDETSSLKEKWDLRALRFLSVNSIIDPWVFAILRPPVLRLMRSVLCCRTSLRTQEAQQTSCSTQSSASKQTDLCGQL. The pKi is 5.0. (7) The drug is O=C(N[C@@H]1CNCCC[C@H]1OC(=O)c1cc(O)c(C(=O)c2c(O)cccc2C(=O)O)c(O)c1)c1ccccc1. The target protein sequence is MGNAAAAKKGSEQESVKEFLAKAKEDFLKKWENPAQNTAQLDQFERIKTLGTGSFGRVMLSKHKETGNHYAMKILDKQKVVKLKQIEHTLNVKRILQAVNFPFLVKLEFSFKENSNLYMVMEYVPGGEMFSHLRRIGRFSEPHARFYAAQIVLTFEYLHSLDLIYRDLKPENLLIDQQGYIQQTDFGFAKRVKGRTWTLCGTPEYLAPEIILSKGYNKAVDWWALGVLIYEMAADYPPFFADQPIQIYEKIVYGKVRFPSHFSSDLKDLLRNLQQVDLTKRFGNLKNGVNDIKNHKWFATTDWIAIYQRKVEAPFIPKFKGPGDTSNFDDYEEEEIRVSINEKCGKEFSEF. The pKi is 8.4. (8) The small molecule is O=C1Nc2ccc(S(=O)(=O)NCCCCC(F)(F)P(=O)(O)O)c3cccc1c23. The target protein (P9WHE9) has sequence MKGGAGVPDLPSLDASGVRLAIVASSWHGKICDALLDGARKVAAGCGLDDPTVVRVLGAIEIPVVAQELARNHDAVVALGVVIRGQTPHFDYVCDAVTQGLTRVSLDSSTPIANGVLTTNTEEQALDRAGLPTSAEDKGAQATVAALATALTLRELRAHS. The pKi is 3.1.